From a dataset of Catalyst prediction with 721,799 reactions and 888 catalyst types from USPTO. Predict which catalyst facilitates the given reaction. (1) Reactant: [H-].[Al+3].[Li+].[H-].[H-].[H-].[CH:7]1([N:12]([CH2:16][C:17]#[N:18])[CH:13]([CH3:15])[CH3:14])[CH2:11][CH2:10][CH2:9][CH2:8]1.[OH-].[Na+].O. Product: [CH:7]1([N:12]([CH:13]([CH3:15])[CH3:14])[CH2:16][CH2:17][NH2:18])[CH2:11][CH2:10][CH2:9][CH2:8]1. The catalyst class is: 7. (2) Reactant: [F:1][C:2]1[CH:3]=[C:4]([CH:22]=[CH:23][CH:24]=1)[CH2:5][O:6][C:7]1[CH:8]=[C:9]([CH2:13][CH2:14][NH:15][CH2:16][C:17]2[O:18][CH:19]=[CH:20][CH:21]=2)[CH:10]=[CH:11][CH:12]=1.Cl[CH2:26][C:27]([NH2:29])=[O:28].C(N(CC)CC)C. Product: [F:1][C:2]1[CH:3]=[C:4]([CH:22]=[CH:23][CH:24]=1)[CH2:5][O:6][C:7]1[CH:8]=[C:9]([CH2:13][CH2:14][N:15]([CH2:16][C:17]2[O:18][CH:19]=[CH:20][CH:21]=2)[CH2:26][C:27]([NH2:29])=[O:28])[CH:10]=[CH:11][CH:12]=1. The catalyst class is: 9. (3) Reactant: [CH3:1][C@H:2]1[CH2:7][C:6](=[O:8])[CH2:5][C@H:4]([CH3:9])[N:3]1[C:10]([O:12][C:13]([CH3:16])([CH3:15])[CH3:14])=[O:11].C[Si]([N-][Si](C)(C)C)(C)C.[Na+].C1C=CC(N([S:34]([C:37]([F:40])([F:39])[F:38])(=[O:36])=[O:35])[S:34]([C:37]([F:40])([F:39])[F:38])(=[O:36])=[O:35])=CC=1. Product: [C:13]([O:12][C:10]([N:3]1[C@@H:4]([CH3:9])[CH2:5][C:6]([O:8][S:34]([C:37]([F:40])([F:39])[F:38])(=[O:36])=[O:35])=[CH:7][C@@H:2]1[CH3:1])=[O:11])([CH3:14])([CH3:16])[CH3:15]. The catalyst class is: 1. (4) Reactant: Br[C:2]1[C:3]([C:14]([F:17])([F:16])[F:15])=[N:4][N:5]([CH:8]2[CH2:13][CH2:12][CH2:11][CH2:10][O:9]2)[C:6]=1[CH3:7].[Li]CCCC.CN([CH:26]=[O:27])C. Product: [CH3:7][C:6]1[N:5]([CH:8]2[CH2:13][CH2:12][CH2:11][CH2:10][O:9]2)[N:4]=[C:3]([C:14]([F:17])([F:16])[F:15])[C:2]=1[CH:26]=[O:27]. The catalyst class is: 1. (5) Reactant: [CH:1]1([NH:4][C:5](=[O:38])[C:6]2[CH:11]=[CH:10][C:9]([C:12]3[N:16]4[N:17]=[C:18]([O:28][C:29]5[CH:34]=[CH:33][CH:32]=[CH:31][C:30]=5[O:35]C)[CH:19]=[C:20]([NH:21][CH2:22][CH2:23][C:24]([F:27])([F:26])[F:25])[C:15]4=[N:14][CH:13]=3)=[CH:8][C:7]=2[CH3:37])[CH2:3][CH2:2]1.C[S-].[Na+].CN(C)C=O.[Cl-].[NH4+]. Product: [CH:1]1([NH:4][C:5](=[O:38])[C:6]2[CH:11]=[CH:10][C:9]([C:12]3[N:16]4[N:17]=[C:18]([O:28][C:29]5[CH:34]=[CH:33][CH:32]=[CH:31][C:30]=5[OH:35])[CH:19]=[C:20]([NH:21][CH2:22][CH2:23][C:24]([F:27])([F:25])[F:26])[C:15]4=[N:14][CH:13]=3)=[CH:8][C:7]=2[CH3:37])[CH2:2][CH2:3]1. The catalyst class is: 6. (6) Reactant: C([O:8][C:9](=[O:28])[CH2:10][N:11]([CH2:20][C:21]([O:23][C:24]([CH3:27])([CH3:26])[CH3:25])=[O:22])[CH2:12][C:13]([O:15][C:16]([CH3:19])([CH3:18])[CH3:17])=[O:14])C1C=CC=CC=1. Product: [C:16]([O:15][C:13]([CH2:12][N:11]([CH2:10][C:9]([OH:28])=[O:8])[CH2:20][C:21]([O:23][C:24]([CH3:26])([CH3:25])[CH3:27])=[O:22])=[O:14])([CH3:19])([CH3:17])[CH3:18]. The catalyst class is: 43. (7) Reactant: [Cl-].[CH3:2][O:3][CH2:4][P+](C1C=CC=CC=1)(C1C=CC=CC=1)C1C=CC=CC=1.CC(C)([O-])C.[K+].[Br:30][C:31]1[CH:32]=[C:33]2[C:37](=[CH:38][CH:39]=1)[C:36](=O)[CH2:35][CH2:34]2. Product: [Br:30][C:31]1[CH:32]=[C:33]2[C:37](=[CH:38][CH:39]=1)/[C:36](=[CH:2]/[O:3][CH3:4])/[CH2:35][CH2:34]2. The catalyst class is: 1. (8) Reactant: [F:1][C:2]([F:31])([F:30])[C:3]1[CH:4]=[C:5]([CH:23]=[C:24]([C:26]([F:29])([F:28])[F:27])[CH:25]=1)[CH2:6][O:7][C:8]([N:10]1[CH2:16][CH2:15][CH2:14][N:13]2[N:17]=[C:18]([C:20](O)=[O:21])[CH:19]=[C:12]2[CH2:11]1)=[O:9].O=S(Cl)Cl.C[Si]([CH:40]=[N+:41]=[N-:42])(C)C.C1COCC1. Product: [N+:41](=[CH:40][C:20]([C:18]1[CH:19]=[C:12]2[CH2:11][N:10]([C:8]([O:7][CH2:6][C:5]3[CH:23]=[C:24]([C:26]([F:27])([F:28])[F:29])[CH:25]=[C:3]([C:2]([F:1])([F:30])[F:31])[CH:4]=3)=[O:9])[CH2:16][CH2:15][CH2:14][N:13]2[N:17]=1)=[O:21])=[N-:42]. The catalyst class is: 2. (9) Reactant: [O:1]=[C:2]1[CH:6]=[CH:5][C:4](=[O:7])[N:3]1[CH2:8][CH2:9][CH2:10][CH2:11][N:12]1[C:16](=[O:17])[NH:15][NH:14][C:13]1=[O:18]. Product: [O:1]=[C:2]1[CH:6]=[CH:5][C:4](=[O:7])[N:3]1[CH2:8][CH2:9][CH2:10][CH2:11][N:12]1[C:13](=[O:18])[N:14]=[N:15][C:16]1=[O:17]. The catalyst class is: 2.